Dataset: Peptide-MHC class II binding affinity with 134,281 pairs from IEDB. Task: Regression. Given a peptide amino acid sequence and an MHC pseudo amino acid sequence, predict their binding affinity value. This is MHC class II binding data. (1) The peptide sequence is QMRSMPFLRKTRWTF. The MHC is HLA-DQA10501-DQB10303 with pseudo-sequence HLA-DQA10501-DQB10303. The binding affinity (normalized) is 0.471. (2) The peptide sequence is TDRATLNPWASQKH. The MHC is DRB3_0202 with pseudo-sequence DRB3_0202. The binding affinity (normalized) is 0.180. (3) The peptide sequence is QDKLCGSLIGMTNRA. The MHC is DRB3_0301 with pseudo-sequence DRB3_0301. The binding affinity (normalized) is 0.521. (4) The peptide sequence is GEIYKRWIILGLNKIVRMY. The MHC is DRB1_1101 with pseudo-sequence DRB1_1101. The binding affinity (normalized) is 0.586. (5) The peptide sequence is DHTNFKYNYSVIEGG. The MHC is DRB1_0701 with pseudo-sequence DRB1_0701. The binding affinity (normalized) is 0.451.